Dataset: Full USPTO retrosynthesis dataset with 1.9M reactions from patents (1976-2016). Task: Predict the reactants needed to synthesize the given product. (1) Given the product [CH2:1]([N:3]([CH2:29][CH3:30])[C:4](=[O:28])[C:5]1[CH:10]=[CH:9][C:8]([CH:11]([N:20]2[C:24]([CH3:25])=[C:23]([C:37]3[CH:38]=[CH:39][C:34]([CH:31]=[O:32])=[CH:35][CH:36]=3)[C:22]([CH3:27])=[N:21]2)[C:12]2[CH:17]=[CH:16][CH:15]=[C:14]([O:18][CH3:19])[CH:13]=2)=[CH:7][CH:6]=1)[CH3:2], predict the reactants needed to synthesize it. The reactants are: [CH2:1]([N:3]([CH2:29][CH3:30])[C:4](=[O:28])[C:5]1[CH:10]=[CH:9][C:8]([CH:11]([N:20]2[C:24]([CH3:25])=[C:23](I)[C:22]([CH3:27])=[N:21]2)[C:12]2[CH:17]=[CH:16][CH:15]=[C:14]([O:18][CH3:19])[CH:13]=2)=[CH:7][CH:6]=1)[CH3:2].[C:31]([C:34]1[CH:39]=[CH:38][C:37](B(O)O)=[CH:36][CH:35]=1)(O)=[O:32].C(=O)([O-])[O-].[Na+].[Na+]. (2) Given the product [N:11]([N:1]1[CH2:7][CH2:6][CH2:5][CH2:4][CH2:3][CH:2]1[C:8]([OH:10])=[O:9])=[O:12], predict the reactants needed to synthesize it. The reactants are: [NH:1]1[CH2:7][CH2:6][CH2:5][CH2:4][CH2:3][CH:2]1[C:8]([OH:10])=[O:9].[N:11]([O-])=[O:12].[Na+].Cl.C(OCC)(=O)C. (3) Given the product [ClH:49].[ClH:49].[CH2:37]([N:30]1[C:29]2[C:28]3[CH:44]=[CH:45][CH:46]=[CH:47][C:27]=3[N:26]([C:24]([C:21]3[CH:22]=[CH:23][C:18]([O:17][CH2:16][CH2:15][CH2:14][N:11]4[CH2:12][CH2:13][NH:8][CH2:9][CH2:10]4)=[C:19]([CH3:48])[CH:20]=3)=[O:25])[CH2:35][CH2:34][C:33]=2[N:32]=[C:31]1[CH3:36])[C:38]1[CH:39]=[CH:40][CH:41]=[CH:42][CH:43]=1, predict the reactants needed to synthesize it. The reactants are: C(OC([N:8]1[CH2:13][CH2:12][N:11]([CH2:14][CH2:15][CH2:16][O:17][C:18]2[CH:23]=[CH:22][C:21]([C:24]([N:26]3[CH2:35][CH2:34][C:33]4[N:32]=[C:31]([CH3:36])[N:30]([CH2:37][C:38]5[CH:43]=[CH:42][CH:41]=[CH:40][CH:39]=5)[C:29]=4[C:28]4[CH:44]=[CH:45][CH:46]=[CH:47][C:27]3=4)=[O:25])=[CH:20][C:19]=2[CH3:48])[CH2:10][CH2:9]1)=O)(C)(C)C.[ClH:49]. (4) The reactants are: [C:1](=O)([O-])[O-].[Cs+].[Cs+].[F:7][C:8]([F:18])([F:17])[C:9](=[O:16])[CH2:10][C:11]([O:13][CH2:14][CH3:15])=[O:12].S(C1C=CC(C)=CC=1)(OC)(=O)=O. Given the product [CH3:1][O:16][C:9]([C:8]([F:17])([F:18])[F:7])=[CH:10][C:11]([O:13][CH2:14][CH3:15])=[O:12], predict the reactants needed to synthesize it. (5) Given the product [F:2][C:3]1[C:4]([C:28]2[CH:29]=[CH:30][C:31]([C:34]3[CH:38]=[CH:37][O:36][N:35]=3)=[CH:32][CH:33]=2)=[CH:5][C:6](=[O:27])[N:7]([CH2:9][CH2:10][C@@:11]([CH3:26])([S:22]([CH3:25])(=[O:24])=[O:23])[C:12]([NH:14][OH:15])=[O:13])[CH:8]=1, predict the reactants needed to synthesize it. The reactants are: Cl.[F:2][C:3]1[C:4]([C:28]2[CH:33]=[CH:32][C:31]([C:34]3[CH:38]=[CH:37][O:36][N:35]=3)=[CH:30][CH:29]=2)=[CH:5][C:6](=[O:27])[N:7]([CH2:9][CH2:10][C@@:11]([CH3:26])([S:22]([CH3:25])(=[O:24])=[O:23])[C:12]([NH:14][O:15]C2CCCCO2)=[O:13])[CH:8]=1. (6) Given the product [F:1][C:2]([F:7])([F:6])[C:3]([OH:5])=[O:4].[F:8][C:9]([F:14])([F:13])[C:10]([OH:12])=[O:11].[F:15][C:16]([F:21])([F:20])[C:17]([OH:19])=[O:18].[Cl:22][C:23]1[CH:24]=[N:25][C:26]2[NH:27][C:28]3[CH:29]=[N:30][CH:31]=[C:32]([CH:54]=3)[CH2:33][CH2:34][C:35]3[CH:43]=[C:39]([NH:40][C:41]=1[N:42]=2)[CH:38]=[CH:37][C:36]=3[NH:44][C:45](=[O:53])[CH2:46][CH:47]1[CH2:52][CH2:51][N:50]([C:61]([C:56]2[CH:57]=[N:58][CH:59]=[CH:60][N:55]=2)=[O:62])[CH2:49][CH2:48]1, predict the reactants needed to synthesize it. The reactants are: [F:1][C:2]([F:7])([F:6])[C:3]([OH:5])=[O:4].[F:8][C:9]([F:14])([F:13])[C:10]([OH:12])=[O:11].[F:15][C:16]([F:21])([F:20])[C:17]([OH:19])=[O:18].[Cl:22][C:23]1[CH:24]=[N:25][C:26]2[NH:27][C:28]3[CH:29]=[N:30][CH:31]=[C:32]([CH:54]=3)[CH2:33][CH2:34][C:35]3[CH:43]=[C:39]([NH:40][C:41]=1[N:42]=2)[CH:38]=[CH:37][C:36]=3[NH:44][C:45](=[O:53])[CH2:46][CH:47]1[CH2:52][CH2:51][NH:50][CH2:49][CH2:48]1.[N:55]1[CH:60]=[CH:59][N:58]=[CH:57][C:56]=1[C:61](Cl)=[O:62]. (7) Given the product [CH2:1]([N:3]1[C:7]2[CH:8]=[CH:9][C:10]([C:12]3[C:13]([C:20]4[CH:21]=[C:22]([CH3:26])[CH:23]=[CH:24][CH:25]=4)=[N:14][N:15]([CH2:17][CH:18]=[O:19])[CH:16]=3)=[CH:11][C:6]=2[N:5]([CH2:27][CH3:28])[C:4]1=[O:29])[CH3:2].[CH2:1]([N:3]1[C:7]2[CH:8]=[CH:9][C:10]([C:12]3[C:13]([C:20]4[CH:21]=[C:22]([CH3:26])[CH:23]=[CH:24][CH:25]=4)=[N:14][N:15]([CH2:17][CH2:18][OH:19])[CH:16]=3)=[CH:11][C:6]=2[N:5]([CH2:27][CH3:28])[C:4]1=[O:29])[CH3:2], predict the reactants needed to synthesize it. The reactants are: [CH2:1]([N:3]1[C:7]2[CH:8]=[CH:9][C:10]([C:12]3[C:13]([C:20]4[CH:21]=[C:22]([CH3:26])[CH:23]=[CH:24][CH:25]=4)=[N:14][N:15]([CH2:17][CH:18]=[O:19])[CH:16]=3)=[CH:11][C:6]=2[N:5]([CH2:27][CH3:28])[C:4]1=[O:29])[CH3:2].[BH4-].[Na+]. (8) Given the product [Br:14][C:15]1[CH:20]=[CH:19][C:18]([N:21]2[CH2:27][CH2:26][CH2:25][C:24]([C:6](=[O:11])[C:7]([F:8])([F:9])[F:10])=[C:23]([N:28]3[CH2:29][CH2:30][O:31][CH2:32][CH2:33]3)[C:22]2=[O:34])=[CH:17][CH:16]=1, predict the reactants needed to synthesize it. The reactants are: [F:8][C:7]([F:10])([F:9])[C:6](O[C:6](=[O:11])[C:7]([F:10])([F:9])[F:8])=[O:11].[Br:14][C:15]1[CH:20]=[CH:19][C:18]([N:21]2[CH2:27][CH2:26][CH2:25][CH:24]=[C:23]([N:28]3[CH2:33][CH2:32][O:31][CH2:30][CH2:29]3)[C:22]2=[O:34])=[CH:17][CH:16]=1.